This data is from Forward reaction prediction with 1.9M reactions from USPTO patents (1976-2016). The task is: Predict the product of the given reaction. (1) Given the reactants Cl[C:2]1[N:3]=[C:4]([NH:24][CH2:25][C:26]2[C:27]([CH3:34])=[CH:28][C:29]([NH2:33])=[N:30][C:31]=2[CH3:32])[C:5]2[C:6](=[N:8][N:9]([CH2:11][C:12]3[CH:17]=[CH:16][C:15]([CH2:18][N:19]4[CH:23]=[CH:22][CH:21]=[N:20]4)=[CH:14][CH:13]=3)[CH:10]=2)[N:7]=1.N=[CH-].[Na+].[CH3:38][N:39](C=O)[CH3:40], predict the reaction product. The product is: [N:19]1([CH2:18][C:15]2[CH:16]=[CH:17][C:12]([CH2:11][N:9]3[CH:10]=[C:5]4[C:6]([N:7]=[C:2]([N:39]([CH3:40])[CH3:38])[N:3]=[C:4]4[NH:24][CH2:25][C:26]4[C:31]([CH3:32])=[N:30][C:29]([NH2:33])=[CH:28][C:27]=4[CH3:34])=[N:8]3)=[CH:13][CH:14]=2)[CH:23]=[CH:22][CH:21]=[N:20]1. (2) Given the reactants [Br:1][C:2]1[CH:3]=[C:4]([N+:22]([O-])=O)[CH:5]=[C:6]2[C:11]=1[N:10]=[CH:9][C:8]([C:12]#[N:13])=[C:7]2[NH:14][CH:15]1[CH2:21][CH2:20][CH2:19][CH2:18][CH2:17][CH2:16]1.O.O.[Sn](Cl)(Cl)(Cl)Cl, predict the reaction product. The product is: [NH2:22][C:4]1[CH:5]=[C:6]2[C:11](=[C:2]([Br:1])[CH:3]=1)[N:10]=[CH:9][C:8]([C:12]#[N:13])=[C:7]2[NH:14][CH:15]1[CH2:16][CH2:17][CH2:18][CH2:19][CH2:20][CH2:21]1. (3) Given the reactants O.[CH2:2]([N:9]1[C:17](=[O:18])[C:16]2[C:11](=[CH:12][CH:13]=[C:14]([C:19]([O:21]C)=[O:20])[CH:15]=2)[CH2:10]1)[C:3]1[CH:8]=[CH:7][CH:6]=[CH:5][CH:4]=1.C1COCC1.Cl, predict the reaction product. The product is: [CH2:2]([N:9]1[C:17](=[O:18])[C:16]2[C:11](=[CH:12][CH:13]=[C:14]([C:19]([OH:21])=[O:20])[CH:15]=2)[CH2:10]1)[C:3]1[CH:4]=[CH:5][CH:6]=[CH:7][CH:8]=1. (4) Given the reactants [OH:1][N:2]1[C:6](=[O:7])[CH2:5][CH2:4][C:3]1=[O:8].[C:9]([O:13][C:14]([NH:16][C@@H:17]([CH2:21][CH3:22])[C:18](O)=[O:19])=[O:15])([CH3:12])([CH3:11])[CH3:10].C1CCC(N=C=NC2CCCCC2)CC1, predict the reaction product. The product is: [C:9]([O:13][C:14]([NH:16][C@@H:17]([CH2:21][CH3:22])[C:18]([O:1][N:2]1[C:6](=[O:7])[CH2:5][CH2:4][C:3]1=[O:8])=[O:19])=[O:15])([CH3:12])([CH3:11])[CH3:10]. (5) The product is: [C:1]([N:5]1[C:14]2[C:9](=[CH:10][CH:11]=[C:12]([N:28]3[CH2:32][CH2:31][CH2:30][CH2:29]3)[N:13]=2)[C:8](=[O:16])[C:7]([C:17]([O:19][CH2:20][CH3:21])=[O:18])=[CH:6]1)([CH3:4])([CH3:3])[CH3:2]. Given the reactants [C:1]([N:5]1[C:14]2[C:9](=[CH:10][CH:11]=[C:12](Cl)[N:13]=2)[C:8](=[O:16])[C:7]([C:17]([O:19][CH2:20][CH3:21])=[O:18])=[CH:6]1)([CH3:4])([CH3:3])[CH3:2].C(=O)([O-])[O-].[K+].[K+].[NH:28]1[CH2:32][CH2:31][CH2:30][CH2:29]1, predict the reaction product. (6) Given the reactants [Cl:1][C:2]1[CH:7]=[CH:6][C:5](I)=[C:4]([F:9])[CH:3]=1.C([Si](C)(C)C)#C.C(Cl)(=O)OC.C1(C)C=CC([C:27]#[C:28][C:29]([OH:31])=[O:30])=CC=1, predict the reaction product. The product is: [Cl:1][C:2]1[CH:7]=[CH:6][C:5]([C:27]#[C:28][C:29]([OH:31])=[O:30])=[C:4]([F:9])[CH:3]=1.